Dataset: Reaction yield outcomes from USPTO patents with 853,638 reactions. Task: Predict the reaction yield, written as a fraction of the theoretical maximum amount of product (1.0 means a 100% yield; for example, 0.34 means a 34% yield). (1) The reactants are Cl[CH2:2][C:3]([NH:5][C:6]1[N:7]=[C:8]2[CH:13]=[CH:12][C:11]([O:14][C:15]3[CH:16]=[C:17]([NH:21][C:22](=[O:33])[C:23]4[CH:28]=[CH:27][CH:26]=[C:25]([C:29]([F:32])([F:31])[F:30])[CH:24]=4)[CH:18]=[CH:19][CH:20]=3)=[N:10][N:9]2[CH:34]=1)=[O:4].[CH3:35][N:36]1[CH2:41][CH2:40][NH:39][CH2:38][CH2:37]1. The catalyst is C(#N)C. The product is [CH3:35][N:36]1[CH2:41][CH2:40][N:39]([CH2:2][C:3]([NH:5][C:6]2[N:7]=[C:8]3[CH:13]=[CH:12][C:11]([O:14][C:15]4[CH:16]=[C:17]([NH:21][C:22](=[O:33])[C:23]5[CH:28]=[CH:27][CH:26]=[C:25]([C:29]([F:32])([F:31])[F:30])[CH:24]=5)[CH:18]=[CH:19][CH:20]=4)=[N:10][N:9]3[CH:34]=2)=[O:4])[CH2:38][CH2:37]1. The yield is 0.500. (2) The reactants are [O:1]([CH2:8][CH2:9][NH:10][CH:11]1[CH2:16][CH2:15][CH2:14][CH2:13][CH2:12]1)[C:2]1[CH:7]=[CH:6][CH:5]=[CH:4][CH:3]=1.C(N(CC)CC)C.[C:24](Cl)(=[O:26])[CH3:25]. The catalyst is ClCCl. The product is [CH:11]1([N:10]([CH2:9][CH2:8][O:1][C:2]2[CH:7]=[CH:6][CH:5]=[CH:4][CH:3]=2)[C:24](=[O:26])[CH3:25])[CH2:16][CH2:15][CH2:14][CH2:13][CH2:12]1. The yield is 0.924. (3) The reactants are [CH3:1][C:2]1[CH:7]=[C:6]([N+:8]([O-])=O)[CH:5]=[CH:4][C:3]=1[N:11]1[CH2:16][CH2:15][CH2:14][CH2:13][CH2:12]1.[H][H]. The catalyst is C(OCC)(=O)C.[Pd]. The product is [CH3:1][C:2]1[CH:7]=[C:6]([CH:5]=[CH:4][C:3]=1[N:11]1[CH2:16][CH2:15][CH2:14][CH2:13][CH2:12]1)[NH2:8]. The yield is 0.940. (4) The reactants are [F:1][C:2]1[C:7]([F:8])=[CH:6][CH:5]=[CH:4][C:3]=1[C:9]1[CH:18]=[CH:17][C:16]2[C:11](=[CH:12][CH:13]=[C:14]([O:19]C)[CH:15]=2)[C:10]=1[C:21]([C:23]1[CH:28]=[CH:27][C:26]([O:29][CH2:30][CH2:31][N:32]2[CH2:37][CH2:36][CH2:35][CH2:34][CH2:33]2)=[CH:25][CH:24]=1)=[O:22].Cl.B(Br)(Br)Br.C(=O)(O)[O-].[Na+]. The catalyst is CCOCC.C(Cl)(Cl)Cl.C(O)(C)C.C(Cl)Cl. The product is [F:1][C:2]1[C:7]([F:8])=[CH:6][CH:5]=[CH:4][C:3]=1[C:9]1[CH:18]=[CH:17][C:16]2[C:11](=[CH:12][CH:13]=[C:14]([OH:19])[CH:15]=2)[C:10]=1[C:21]([C:23]1[CH:28]=[CH:27][C:26]([O:29][CH2:30][CH2:31][N:32]2[CH2:37][CH2:36][CH2:35][CH2:34][CH2:33]2)=[CH:25][CH:24]=1)=[O:22]. The yield is 0.320. (5) The reactants are [Cl:1][C:2]1[CH:10]=[C:9]2[C:5]([C:6]([C:11]([O:13]C)=[O:12])=[CH:7][NH:8]2)=[CH:4][C:3]=1[C:15]1[CH:20]=[CH:19][C:18]([O:21][CH2:22][CH2:23][N:24]2[CH2:29][CH2:28][NH:27][CH2:26][CH2:25]2)=[CH:17][CH:16]=1.[OH-].[Na+]. The catalyst is CO. The product is [Cl:1][C:2]1[CH:10]=[C:9]2[C:5]([C:6]([C:11]([OH:13])=[O:12])=[CH:7][NH:8]2)=[CH:4][C:3]=1[C:15]1[CH:16]=[CH:17][C:18]([O:21][CH2:22][CH2:23][N:24]2[CH2:25][CH2:26][NH:27][CH2:28][CH2:29]2)=[CH:19][CH:20]=1. The yield is 0.110. (6) The reactants are [C:1]([NH:6][C:7]1[S:11][N:10]=[C:9]([CH3:12])[C:8]=1[C:13]([NH2:15])=[O:14])(=O)[CH2:2][CH2:3][CH3:4]. The catalyst is N. The product is [CH3:12][C:9]1[C:8]2[C:13](=[O:14])[NH:15][C:1]([CH2:2][CH2:3][CH3:4])=[N:6][C:7]=2[S:11][N:10]=1. The yield is 0.340. (7) The reactants are [Cl:1][C:2]1[C:11]([C:12](OC2C(F)=C(F)C(F)=C(F)C=2F)=[O:13])=[C:10]([NH:26][CH2:27][C:28]2[CH:33]=[CH:32][C:31]([O:34][CH3:35])=[C:30]([Cl:36])[CH:29]=2)[C:9]2[C:4](=[CH:5][CH:6]=[C:7]([C:37]#[N:38])[CH:8]=2)[N:3]=1.C(N(CC)CC)C.[CH2:46]([NH2:49])[CH2:47][NH2:48]. The catalyst is C1COCC1. The product is [NH2:48][CH2:47][CH2:46][NH:49][C:12]([C:11]1[C:2]([Cl:1])=[N:3][C:4]2[C:9]([C:10]=1[NH:26][CH2:27][C:28]1[CH:33]=[CH:32][C:31]([O:34][CH3:35])=[C:30]([Cl:36])[CH:29]=1)=[CH:8][C:7]([C:37]#[N:38])=[CH:6][CH:5]=2)=[O:13]. The yield is 0.350.